This data is from Reaction yield outcomes from USPTO patents with 853,638 reactions. The task is: Predict the reaction yield, written as a fraction of the theoretical maximum amount of product (1.0 means a 100% yield; for example, 0.34 means a 34% yield). (1) The reactants are [CH2:1]([N:8]1[C:21](=[O:22])[C@H:20](CC(O)=O)[CH2:19][C:18]2[CH:17]=[CH:16][C:15]3[NH:14][N:13]=[CH:12][C:11]=3[C:10]=2[CH2:9]1)[C:2]1[CH:7]=[CH:6][CH:5]=[CH:4][CH:3]=1.[NH:27]1[CH2:32][CH2:31][CH:30]([CH:33]2[CH2:42][C:41]3[C:36](=[CH:37][CH:38]=[CH:39][CH:40]=3)[NH:35][C:34]2=[O:43])[CH2:29][CH2:28]1.ClC1C2NN=CC=2C2CN(CC(C)(C)C)C(=O)[C@H](CC(=O)N3CCC([N:67]4CC5C(=CC=CC=5)N[C:68]4=[O:77])CC3)CC=2C=1. No catalyst specified. The product is [CH2:1]([N:8]1[C:21](=[O:22])[C@H:20]([NH:67][C:68]([N:27]2[CH2:28][CH2:29][CH:30]([CH:33]3[CH2:42][C:41]4[C:36](=[CH:37][CH:38]=[CH:39][CH:40]=4)[NH:35][C:34]3=[O:43])[CH2:31][CH2:32]2)=[O:77])[CH2:19][C:18]2[CH:17]=[CH:16][C:15]3[NH:14][N:13]=[CH:12][C:11]=3[C:10]=2[CH2:9]1)[C:2]1[CH:7]=[CH:6][CH:5]=[CH:4][CH:3]=1. The yield is 0.330. (2) The reactants are [CH3:1][C:2]1[CH:10]=[C:9]2[C:5]([CH:6]=[CH:7][NH:8]2)=[CH:4][CH:3]=1.[F:11][C:12]([F:23])([F:22])[C:13](O[C:13](=[O:14])[C:12]([F:23])([F:22])[F:11])=[O:14]. The catalyst is O1CCCC1. The product is [F:11][C:12]([F:23])([F:22])[C:13]([C:6]1[C:5]2[C:9](=[CH:10][C:2]([CH3:1])=[CH:3][CH:4]=2)[NH:8][CH:7]=1)=[O:14]. The yield is 0.0800. (3) The reactants are [Cl:1][C:2]1[CH:7]=[C:6]([C:8]2[N:13]=[N:12][C:11](SC)=[N:10][CH:9]=2)[CH:5]=[C:4]([Cl:16])[C:3]=1[OH:17].N/C(=N\NC(=O)C1C=C(Cl)C(O)=C(Cl)C=1)/C(OCC)=O.[CH3:38][O:39][CH:40]([O:49][CH3:50])[C:41]1[CH:46]=[CH:45][C:44]([CH2:47][OH:48])=[CH:43][CH:42]=1.CC(C)([O-])C.[K+].P([O-])([O-])([O-])=O. The catalyst is C1COCC1.ClCCl. The product is [Cl:1][C:2]1[CH:7]=[C:6]([C:8]2[N:13]=[N:12][C:11]([O:48][CH2:47][C:44]3[CH:43]=[CH:42][C:41]([CH:40]([O:39][CH3:38])[O:49][CH3:50])=[CH:46][CH:45]=3)=[N:10][CH:9]=2)[CH:5]=[C:4]([Cl:16])[C:3]=1[OH:17]. The yield is 0.530. (4) The reactants are [NH:1]1[CH2:6][CH2:5][CH:4]([C:7]#[N:8])[CH2:3][CH2:2]1.[F:9][C:10]1[CH:25]=[CH:24][C:13]([C:14]([N:16]([CH3:23])[C@@H:17]([CH:20]([CH3:22])[CH3:21])[CH:18]=O)=[O:15])=[CH:12][C:11]=1[CH3:26].[Na].[BH4-].[Na+]. The catalyst is CCO.C(Cl)Cl. The product is [C:7]([CH:4]1[CH2:5][CH2:6][N:1]([CH2:18][C@@H:17]([N:16]([CH3:23])[C:14](=[O:15])[C:13]2[CH:24]=[CH:25][C:10]([F:9])=[C:11]([CH3:26])[CH:12]=2)[CH:20]([CH3:21])[CH3:22])[CH2:2][CH2:3]1)#[N:8]. The yield is 0.0400. (5) The reactants are [CH2:1]([N:8]1[C:12](=[O:13])[CH:11]=[CH:10][C:9]1=[O:14])[C:2]1[CH:7]=[CH:6][CH:5]=[CH:4][CH:3]=1.C([O-])([O-])=O.[K+].[K+].Br[CH2:22][N+:23]([O-:25])=[O:24]. The catalyst is CC#N. The product is [CH2:1]([N:8]1[C:12](=[O:13])[CH:11]2[CH:10]([CH:22]2[N+:23]([O-:25])=[O:24])[C:9]1=[O:14])[C:2]1[CH:3]=[CH:4][CH:5]=[CH:6][CH:7]=1. The yield is 0.400. (6) The reactants are [CH3:1][C:2]1([N:8]2[CH2:16][C:15]3[C:10](=[CH:11][CH:12]=[C:13]([N+:17]([O-])=O)[CH:14]=3)[CH2:9]2)[CH2:7][CH2:6][O:5][CH2:4][CH2:3]1. The catalyst is CO.[Pd]. The product is [CH3:1][C:2]1([N:8]2[CH2:16][C:15]3[C:10](=[CH:11][CH:12]=[C:13]([NH2:17])[CH:14]=3)[CH2:9]2)[CH2:3][CH2:4][O:5][CH2:6][CH2:7]1. The yield is 0.756. (7) The reactants are [Cl:1][C:2]1[CH:3]=[N:4][C:5]2[C:10]([C:11]=1[CH:12]([CH2:17][N:18]1[CH2:23][CH2:22][CH:21]([NH:24][C:25]([O:27][C:28]([CH3:31])([CH3:30])[CH3:29])=[O:26])[CH2:20][CH2:19]1)[C:13](OC)=[O:14])=[N:9][C:8]([O:32][CH3:33])=[CH:7][CH:6]=2.[H-].[Al+3].[Li+].[H-].[H-].[H-]. No catalyst specified. The product is [Cl:1][C:2]1[CH:3]=[N:4][C:5]2[C:10]([C:11]=1[CH:12]([CH2:13][OH:14])[CH2:17][N:18]1[CH2:19][CH2:20][CH:21]([NH:24][C:25](=[O:26])[O:27][C:28]([CH3:30])([CH3:31])[CH3:29])[CH2:22][CH2:23]1)=[N:9][C:8]([O:32][CH3:33])=[CH:7][CH:6]=2. The yield is 0.160. (8) The reactants are [CH2:1]([O:8][C:9]1[N:10]=[N:11][C:12]([C:23]#[C:24][C:25]2[CH:30]=[CH:29]C(C(F)(F)F)=CN=2)=[CH:13][C:14]=1[O:15][CH2:16][C:17]1[CH:22]=[CH:21][CH:20]=[CH:19][CH:18]=1)[C:2]1[CH:7]=[CH:6][CH:5]=[CH:4][CH:3]=1.C(OC1N=NC(C#C)=CC=1OCC1C=CC=CC=1)C1C=CC=CC=1.[F:59][C:60]1C=CC(I)=[CH:62][C:61]=1[CH3:67]. No catalyst specified. The product is [CH2:1]([O:8][C:9]1[N:10]=[N:11][C:12]([C:23]#[C:24][C:25]2[CH:30]=[CH:29][C:60]([F:59])=[C:61]([CH3:67])[CH:62]=2)=[CH:13][C:14]=1[O:15][CH2:16][C:17]1[CH:18]=[CH:19][CH:20]=[CH:21][CH:22]=1)[C:2]1[CH:7]=[CH:6][CH:5]=[CH:4][CH:3]=1. The yield is 0.670.